Dataset: Reaction yield outcomes from USPTO patents with 853,638 reactions. Task: Predict the reaction yield, written as a fraction of the theoretical maximum amount of product (1.0 means a 100% yield; for example, 0.34 means a 34% yield). (1) The reactants are [Cl:1][C:2]1[N:7]=[C:6]([C:8]([OH:10])=O)[CH:5]=[CH:4][CH:3]=1.C1C=CC2N(O)N=NC=2C=1.[CH3:21][CH2:22][N:23]=[C:24]=[N:25][CH2:26][CH2:27][CH2:28][N:29](C)C.Cl.NCCCN1C=CN=C1. The catalyst is C(Cl)Cl. The product is [Cl:1][C:2]1[N:7]=[C:6]([C:8]([NH:29][CH2:28][CH2:27][CH2:26][N:25]2[CH:21]=[CH:22][N:23]=[CH:24]2)=[O:10])[CH:5]=[CH:4][CH:3]=1. The yield is 0.630. (2) The yield is 0.515. The product is [CH:19]1[CH:20]=[CH:21][C:16]([S:22]([NH2:6])(=[O:24])=[O:23])=[CH:17][CH:18]=1.[I:1][C:2]1[CH:8]=[CH:7][CH:5]=[CH:4][CH:3]=1. The reactants are [I:1][C:2]1[CH:8]=[CH:7][C:5]([NH2:6])=[CH:4][CH:3]=1.C(N(CC)CC)C.[C:16]1([S:22](Cl)(=[O:24])=[O:23])[CH:21]=[CH:20][CH:19]=[CH:18][CH:17]=1. The catalyst is C(Cl)Cl. (3) The reactants are [Br:1][C:2]1[CH:3]=[C:4]([NH:10][C:11]2[CH:16]=[CH:15][C:14]([N:17]3[CH2:22][CH2:21][NH:20][CH2:19][C@@H:18]3[CH2:23][CH3:24])=[CH:13][N:12]=2)[C:5](=[O:9])[N:6]([CH3:8])[CH:7]=1.[O:25]1[CH2:28][C:27](=O)[CH2:26]1.[BH3-]C#N.[Na+].O. The catalyst is CO.[Cl-].[Zn+2].[Cl-]. The product is [Br:1][C:2]1[CH:3]=[C:4]([NH:10][C:11]2[CH:16]=[CH:15][C:14]([N:17]3[CH2:22][CH2:21][N:20]([CH:27]4[CH2:28][O:25][CH2:26]4)[CH2:19][C@@H:18]3[CH2:23][CH3:24])=[CH:13][N:12]=2)[C:5](=[O:9])[N:6]([CH3:8])[CH:7]=1. The yield is 0.680. (4) The reactants are [Cl:1][C:2]1[CH:3]=[C:4]([C:9]([C:12]2[N:16]([C:17]3[CH:22]=[CH:21][C:20]([F:23])=[CH:19][CH:18]=3)[CH:15]=[N:14][CH:13]=2)([CH3:11])[CH3:10])[CH:5]=[CH:6][C:7]=1[Cl:8].C1C[O:27][CH2:26]C1.[Li]CCCC. The catalyst is CN(C=O)C. The product is [Cl:1][C:2]1[CH:3]=[C:4]([C:9]([C:12]2[N:16]([C:17]3[CH:18]=[CH:19][C:20]([F:23])=[CH:21][CH:22]=3)[C:15]([CH:26]=[O:27])=[N:14][CH:13]=2)([CH3:11])[CH3:10])[CH:5]=[CH:6][C:7]=1[Cl:8]. The yield is 0.890. (5) The reactants are [C:1]([OH:4])(=[O:3])[CH3:2].C([O-])(=O)C.[NH4+:9].[N+:10]([C:13]1[CH:20]=[CH:19][C:16]([CH:17]=O)=[CH:15][CH:14]=1)([O-:12])=[O:11].C(O)(=O)CC(O)=O. The catalyst is CC(O)C. The product is [N+:10]([C:13]1[CH:20]=[CH:19][C:16]([C@@H:17]([CH2:2][C:1]([OH:4])=[O:3])[NH2:9])=[CH:15][CH:14]=1)([O-:12])=[O:11]. The yield is 0.520. (6) The reactants are CC(C)([O-])C.[K+].[C:7]([OH:10])(=[S:9])[CH3:8].[C:11]([O:15][C:16]([NH:18][C@@H:19]1[CH2:24][CH2:23][C@H:22](OS(C)(=O)=O)[CH2:21][CH2:20]1)=[O:17])([CH3:14])([CH3:13])[CH3:12].C(OCC)(=O)C. The catalyst is CN(C=O)C.O. The product is [C:11]([O:15][C:16]([NH:18][C@H:19]1[CH2:24][CH2:23][C@H:22]([S:9][C:7](=[O:10])[CH3:8])[CH2:21][CH2:20]1)=[O:17])([CH3:14])([CH3:12])[CH3:13]. The yield is 0.260.